Task: Binary Classification. Given a drug SMILES string, predict its activity (active/inactive) in a high-throughput screening assay against a specified biological target.. Dataset: HIV replication inhibition screening data with 41,000+ compounds from the AIDS Antiviral Screen (1) The result is 0 (inactive). The molecule is CC1(C)C(N2CCOCC2)CS1(=O)=O. (2) The drug is COC(=O)C(=O)C(C(=O)C(=O)Nc1ccc(Cl)c(Cl)c1)c1nc2ccc(C(=O)c3ccccc3)cc2nc1O. The result is 0 (inactive). (3) The molecule is O=Cc1ccc(-c2cccs2)s1. The result is 0 (inactive). (4) The molecule is Cc1cc(NC(=O)c2ccc(N=Nc3cc(S(=O)(=O)O)c4ccccc4c3O)cc2)ccc1N=Nc1ccc2cc(S(=O)(=O)O)cc(S(=O)(=O)O)c2c1. The result is 1 (active). (5) The molecule is COc1ccc(S(=O)(=O)NC(C)C(=O)O)cc1. The result is 0 (inactive). (6) The compound is O=C1c2ccccc2CCC1(Br)C(Br)c1ccccc1. The result is 0 (inactive).